From a dataset of Full USPTO retrosynthesis dataset with 1.9M reactions from patents (1976-2016). Predict the reactants needed to synthesize the given product. Given the product [Cl:5][C:6]1[C:7]([OH:13])=[CH:8][C:9]([OH:12])=[C:10]([C:1](=[O:4])[CH3:2])[CH:11]=1, predict the reactants needed to synthesize it. The reactants are: [C:1]([OH:4])(=O)[CH3:2].[Cl:5][C:6]1[CH:11]=[CH:10][C:9]([OH:12])=[CH:8][C:7]=1[OH:13].